From a dataset of Full USPTO retrosynthesis dataset with 1.9M reactions from patents (1976-2016). Predict the reactants needed to synthesize the given product. (1) Given the product [CH2:2]([O:9][N:10]1[C:12]2[C:21]3[CH:20]=[CH:19][CH:18]=[CH:17][C:16]=3[N:15]=[CH:14][C:13]=2[N:22]=[C:23]1[C:24]1[CH:29]=[CH:28][CH:27]=[CH:26][CH:25]=1)[C:3]1[CH:8]=[CH:7][CH:6]=[CH:5][CH:4]=1, predict the reactants needed to synthesize it. The reactants are: Cl.[CH2:2]([O:9][NH2:10])[C:3]1[CH:8]=[CH:7][CH:6]=[CH:5][CH:4]=1.Cl[C:12]1[C:21]2[C:16](=[CH:17][CH:18]=[CH:19][CH:20]=2)[N:15]=[CH:14][C:13]=1[NH:22][C:23](=O)[C:24]1[CH:29]=[CH:28][CH:27]=[CH:26][CH:25]=1.C(O)(C)C. (2) Given the product [ClH:23].[F:21][C:16]1[CH:17]=[CH:18][CH:19]=[CH:20][C:15]=1[C:14]([N:11]1[CH2:10][CH2:9][NH:8][CH2:13][CH2:12]1)=[O:22], predict the reactants needed to synthesize it. The reactants are: C(OC([N:8]1[CH2:13][CH2:12][N:11]([C:14](=[O:22])[C:15]2[CH:20]=[CH:19][CH:18]=[CH:17][C:16]=2[F:21])[CH2:10][CH2:9]1)=O)(C)(C)C.[ClH:23].O1CCOCC1. (3) Given the product [CH2:1]([O:8][C:9](=[O:18])[NH:10][CH2:11][CH:12]1[CH2:13][CH2:14][N:15]([CH2:20][C:21]2([OH:19])[CH2:26][CH2:25][O:24][CH2:23][CH2:22]2)[CH2:16][CH2:17]1)[C:2]1[CH:7]=[CH:6][CH:5]=[CH:4][CH:3]=1, predict the reactants needed to synthesize it. The reactants are: [CH2:1]([O:8][C:9](=[O:18])[NH:10][CH2:11][CH:12]1[CH2:17][CH2:16][NH:15][CH2:14][CH2:13]1)[C:2]1[CH:7]=[CH:6][CH:5]=[CH:4][CH:3]=1.[O:19]1[C:21]2([CH2:26][CH2:25][O:24][CH2:23][CH2:22]2)[CH2:20]1. (4) Given the product [F:16][C:13]1([F:15])[CH2:12][NH:11][C@@H:10]([C:5]2[CH:4]=[C:3]([CH:8]=[C:7]([F:9])[CH:6]=2)[C:1]#[N:2])[CH2:14]1, predict the reactants needed to synthesize it. The reactants are: [C:1]([C:3]1[CH:4]=[C:5]([C@H:10]2[CH2:14][C:13]([F:16])([F:15])[CH2:12][N:11]2C(OC(C)(C)C)=O)[CH:6]=[C:7]([F:9])[CH:8]=1)#[N:2].C(O)(C(F)(F)F)=O. (5) Given the product [Br:8][C:5]1[CH:6]=[CH:7][C:2]([N:17]2[CH2:16][CH2:15][N:14]([S:11]([CH2:9][CH3:10])(=[O:12])=[O:13])[CH2:19][CH2:18]2)=[N:3][CH:4]=1, predict the reactants needed to synthesize it. The reactants are: Br[C:2]1[CH:7]=[CH:6][C:5]([Br:8])=[CH:4][N:3]=1.[CH2:9]([S:11]([N:14]1[CH2:19][CH2:18][NH:17][CH2:16][CH2:15]1)(=[O:13])=[O:12])[CH3:10].C(N(C(C)C)CC)(C)C.O. (6) Given the product [Br:1][C:2]1[CH:3]=[CH:4][C:5]([C:8]2[N:9]([CH3:17])[C:10]3[CH:16]=[CH:15][CH:14]=[CH:13][C:11]=3[N:12]=2)=[CH:6][CH:7]=1, predict the reactants needed to synthesize it. The reactants are: [Br:1][C:2]1[CH:7]=[CH:6][C:5]([C:8]2[NH:12][C:11]3[CH:13]=[CH:14][CH:15]=[CH:16][C:10]=3[N:9]=2)=[CH:4][CH:3]=1.[C:17]([O-])([O-])=O.[K+].[K+].C(=O)(OC)OC. (7) The reactants are: [NH:1]1[CH:5]=[C:4]([C:6]([O:8][CH3:9])=[O:7])[N:3]=[N:2]1.C(=O)([O-])[O-].[K+].[K+].I[CH2:17][CH2:18][CH3:19]. Given the product [CH2:17]([N:2]1[N:3]=[C:4]([C:6]([O:8][CH3:9])=[O:7])[CH:5]=[N:1]1)[CH2:18][CH3:19].[CH2:17]([N:1]1[CH:5]=[C:4]([C:6]([O:8][CH3:9])=[O:7])[N:3]=[N:2]1)[CH2:18][CH3:19], predict the reactants needed to synthesize it.